From a dataset of Forward reaction prediction with 1.9M reactions from USPTO patents (1976-2016). Predict the product of the given reaction. (1) Given the reactants FC1C=C(C=C(C(F)(F)F)C=1)C(N(C(C)C)C(C)C)=O.[F:21][C:22]1[CH:30]=[C:29]([C:31]([F:34])([F:33])[F:32])[CH:28]=[C:27]2[C:23]=1[CH2:24][O:25][C:26]2=[O:35].[BH4-].[Na+], predict the reaction product. The product is: [F:21][C:22]1[CH:30]=[C:29]([C:31]([F:34])([F:33])[F:32])[CH:28]=[C:27]([CH2:26][OH:35])[C:23]=1[CH2:24][OH:25]. (2) Given the reactants Br[C:2]1[CH:7]=[CH:6][C:5]([C:8]2([C:11]([N:13]3[CH2:17][CH2:16][C@@:15]4([C:21]5[CH:22]=[CH:23][CH:24]=[CH:25][C:20]=5[C:19](=[O:26])[O:18]4)[CH2:14]3)=[O:12])[CH2:10][CH2:9]2)=[CH:4][CH:3]=1.[NH:27]1[CH2:31][CH2:30][CH2:29][CH2:28]1.N12CCCN=C1CCCCC2.[O:43]1CCC[CH2:44]1, predict the reaction product. The product is: [N:27]1([C:44]([C:2]2[CH:3]=[CH:4][C:5]([C:8]3([C:11]([N:13]4[CH2:17][CH2:16][C@@:15]5([C:21]6[CH:22]=[CH:23][CH:24]=[CH:25][C:20]=6[C:19](=[O:26])[O:18]5)[CH2:14]4)=[O:12])[CH2:10][CH2:9]3)=[CH:6][CH:7]=2)=[O:43])[CH2:31][CH2:30][CH2:29][CH2:28]1.